Predict which catalyst facilitates the given reaction. From a dataset of Catalyst prediction with 721,799 reactions and 888 catalyst types from USPTO. (1) Reactant: [Br:1][CH2:2][C:3](Br)=[O:4].Cl.[CH3:7][C:8]([CH3:18])([CH3:17])[CH2:9][CH2:10][N:11]1[CH2:16][CH2:15][NH:14][CH2:13][CH2:12]1.C(N(CC)CC)C. Product: [Br:1][CH2:2][C:3]([N:14]1[CH2:15][CH2:16][N:11]([CH2:10][CH2:9][C:8]([CH3:18])([CH3:17])[CH3:7])[CH2:12][CH2:13]1)=[O:4]. The catalyst class is: 4. (2) Reactant: [C:1]([C:5]1[CH:10]=[CH:9][C:8]([C:11](=[O:16])[CH2:12][CH2:13][CH2:14]Cl)=[CH:7][CH:6]=1)([CH3:4])([CH3:3])[CH3:2].[I-].[K+].[C:19]1([C:25]([CH:27]2[CH2:32][CH2:31][NH:30][CH2:29][CH2:28]2)=[O:26])[CH:24]=[CH:23][CH:22]=[CH:21][CH:20]=1.C(=O)([O-])[O-].[K+].[K+]. Product: [C:25]([CH:27]1[CH2:32][CH2:31][N:30]([CH2:14][CH2:13][CH2:12][C:11]([C:8]2[CH:9]=[CH:10][C:5]([C:1]([CH3:4])([CH3:3])[CH3:2])=[CH:6][CH:7]=2)=[O:16])[CH2:29][CH2:28]1)(=[O:26])[C:19]1[CH:24]=[CH:23][CH:22]=[CH:21][CH:20]=1. The catalyst class is: 192. (3) Reactant: [F:1][C:2]1[CH:9]=[C:8]([S:10][C:11]([F:14])([F:13])[F:12])[CH:7]=[CH:6][C:3]=1[NH:4][CH3:5].CCCCCC.[F:21][C:22]1[CH:32]=[CH:31][CH:30]=[C:29]([F:33])[C:23]=1[C:24]([N:26]=[C:27]=[O:28])=[O:25]. Product: [F:21][C:22]1[CH:32]=[CH:31][CH:30]=[C:29]([F:33])[C:23]=1[C:24]([NH:26][C:27](=[O:28])[N:4]([C:3]1[CH:6]=[CH:7][C:8]([S:10][C:11]([F:14])([F:12])[F:13])=[CH:9][C:2]=1[F:1])[CH3:5])=[O:25]. The catalyst class is: 27. (4) Reactant: C([O:5][C:6](=O)[N:7]([CH2:9][CH2:10][NH:11][C:12]([C:14]1[N:15]=[CH:16][C:17]2[C:18](=[O:32])[N:19]([CH2:25][C:26]3[CH:31]=[CH:30][CH:29]=[CH:28][CH:27]=3)[CH:20]=[CH:21][C:22]=2[C:23]=1[OH:24])=[O:13])[CH3:8])(C)(C)C.F[C:35](F)(F)C(O)=O.C(N(CC)CC)C.C(OC(=O)C)(=O)C. Product: [C:6]([N:7]([CH3:8])[CH2:9][CH2:10][NH:11][C:12]([C:14]1[N:15]=[CH:16][C:17]2[C:18](=[O:32])[N:19]([CH2:25][C:26]3[CH:27]=[CH:28][CH:29]=[CH:30][CH:31]=3)[CH:20]=[CH:21][C:22]=2[C:23]=1[OH:24])=[O:13])(=[O:5])[CH3:35]. The catalyst class is: 2. (5) Reactant: [NH2:1][C:2]1[CH:7]=[CH:6][C:5]([Br:8])=[CH:4][C:3]=1[OH:9].C(=O)([O-])[O-].[K+].[K+].C([O:18][C:19](=O)[C:20](Br)([CH3:22])[CH3:21])C. Product: [Br:8][C:5]1[CH:6]=[CH:7][C:2]2[NH:1][C:19](=[O:18])[C:20]([CH3:22])([CH3:21])[O:9][C:3]=2[CH:4]=1. The catalyst class is: 21. (6) Reactant: [NH2:1][C:2]1[N:7]=[CH:6][CH:5]=[CH:4][N:3]=1.[CH3:8][C:9]([N+:16]#[C-:17])([CH3:15])[CH2:10][C:11]([CH3:14])([CH3:13])[CH3:12].[Cl:18][C:19]1[CH:26]=[C:25]([F:27])[CH:24]=[CH:23][C:20]=1[CH:21]=O. Product: [Cl:18][C:19]1[CH:26]=[C:25]([F:27])[CH:24]=[CH:23][C:20]=1[C:21]1[N:1]=[C:2]2[N:7]=[CH:6][CH:5]=[CH:4][N:3]2[C:17]=1[NH:16][C:9]([CH3:15])([CH3:8])[CH2:10][C:11]([CH3:14])([CH3:13])[CH3:12]. The catalyst class is: 519. (7) Reactant: [H-].[Na+].[NH:3]1[CH:7]=[CH:6][CH:5]=[N:4]1.[CH3:8][N:9]([CH3:14])[S:10](Cl)(=[O:12])=[O:11].O. Product: [CH3:8][N:9]([CH3:14])[S:10]([N:3]1[CH:7]=[CH:6][CH:5]=[N:4]1)(=[O:12])=[O:11]. The catalyst class is: 1.